From a dataset of Reaction yield outcomes from USPTO patents with 853,638 reactions. Predict the reaction yield, written as a fraction of the theoretical maximum amount of product (1.0 means a 100% yield; for example, 0.34 means a 34% yield). The reactants are Br[C:2]1[CH:7]=[C:6]([O:8][CH2:9][C:10]2[CH:15]=[CH:14][CH:13]=[CH:12][CH:11]=2)[C:5]([NH:16][C:17](=[O:19])[CH3:18])=[C:4]([N+:20]([O-:22])=[O:21])[CH:3]=1.[CH3:23][N:24](C)C=O. The catalyst is [C-]#N.[Zn+2].[C-]#N.C1C=CC([P]([Pd]([P](C2C=CC=CC=2)(C2C=CC=CC=2)C2C=CC=CC=2)([P](C2C=CC=CC=2)(C2C=CC=CC=2)C2C=CC=CC=2)[P](C2C=CC=CC=2)(C2C=CC=CC=2)C2C=CC=CC=2)(C2C=CC=CC=2)C2C=CC=CC=2)=CC=1. The product is [C:23]([C:2]1[CH:7]=[C:6]([O:8][CH2:9][C:10]2[CH:15]=[CH:14][CH:13]=[CH:12][CH:11]=2)[C:5]([NH:16][C:17](=[O:19])[CH3:18])=[C:4]([N+:20]([O-:22])=[O:21])[CH:3]=1)#[N:24]. The yield is 0.990.